From a dataset of NCI-60 drug combinations with 297,098 pairs across 59 cell lines. Regression. Given two drug SMILES strings and cell line genomic features, predict the synergy score measuring deviation from expected non-interaction effect. Drug 1: C1CCC(CC1)NC(=O)N(CCCl)N=O. Drug 2: CC1=C2C(C(=O)C3(C(CC4C(C3C(C(C2(C)C)(CC1OC(=O)C(C(C5=CC=CC=C5)NC(=O)OC(C)(C)C)O)O)OC(=O)C6=CC=CC=C6)(CO4)OC(=O)C)O)C)O. Cell line: UACC62. Synergy scores: CSS=40.6, Synergy_ZIP=-1.14, Synergy_Bliss=1.14, Synergy_Loewe=-2.66, Synergy_HSA=3.63.